Dataset: Reaction yield outcomes from USPTO patents with 853,638 reactions. Task: Predict the reaction yield, written as a fraction of the theoretical maximum amount of product (1.0 means a 100% yield; for example, 0.34 means a 34% yield). The reactants are [CH3:1][C:2]1[CH:7]=[CH:6][N:5]=[CH:4][CH:3]=1.[Li]CCCC.Br[CH2:14][CH2:15][CH2:16][Cl:17].O. The catalyst is C1COCC1. The product is [Cl:17][CH2:16][CH2:15][CH2:14][CH2:1][C:2]1[CH:7]=[CH:6][N:5]=[CH:4][CH:3]=1. The yield is 0.976.